Predict the reactants needed to synthesize the given product. From a dataset of Full USPTO retrosynthesis dataset with 1.9M reactions from patents (1976-2016). Given the product [C:31]([O:34][C@@H:18]1[O:17][CH2:16][C@:14]2([C:23]3[CH:28]=[CH:27][C:26]([F:29])=[CH:25][C:24]=3[F:30])[N:15]=[C:10]([NH:9][C:1](=[O:8])[C:2]3[CH:3]=[CH:4][CH:5]=[CH:6][CH:7]=3)[S:11][CH2:12][C@@H:13]2[CH2:19]1)(=[O:33])[CH3:32], predict the reactants needed to synthesize it. The reactants are: [C:1]([NH:9][C:10]1[S:11][CH2:12][C@@H:13]2[CH2:19][C@H:18](C(O)=O)[O:17][CH2:16][C@:14]2([C:23]2[CH:28]=[CH:27][C:26]([F:29])=[CH:25][C:24]=2[F:30])[N:15]=1)(=[O:8])[C:2]1[CH:7]=[CH:6][CH:5]=[CH:4][CH:3]=1.[C:31]([O-:34])(=[O:33])[CH3:32].[Pb+4].[C:31]([O-:34])(=[O:33])[CH3:32].[C:31]([O-:34])(=[O:33])[CH3:32].[C:31]([O-:34])(=[O:33])[CH3:32].